Dataset: Reaction yield outcomes from USPTO patents with 853,638 reactions. Task: Predict the reaction yield, written as a fraction of the theoretical maximum amount of product (1.0 means a 100% yield; for example, 0.34 means a 34% yield). The reactants are Cl[C:2]1[CH:3]=[C:4]([NH:10][C:11]2[CH:16]=[CH:15][C:14]([C:17]([N:19]3[C@@H:24]([CH3:25])[CH2:23][O:22][CH2:21][C@@H:20]3[CH3:26])=[O:18])=[CH:13][N:12]=2)[C:5](=[O:9])[N:6]([CH3:8])[N:7]=1.[C:27]([O:30][CH2:31][C:32]1[C:33]([N:47]2[CH2:58][CH2:57][N:56]3[C:49](=[CH:50][C:51]4[CH2:52][C:53]([CH3:60])([CH3:59])[CH2:54][C:55]=43)[C:48]2=[O:61])=[N:34][CH:35]=[CH:36][C:37]=1B1OC(C)(C)C(C)(C)O1)(=[O:29])[CH3:28].[O-]P([O-])([O-])=O.[K+].[K+].[K+].C([O-])(=O)C.[Na+]. The catalyst is O.C1C=CC(P(C2C=CC=CC=2)[C-]2C=CC=C2)=CC=1.C1C=CC(P(C2C=CC=CC=2)[C-]2C=CC=C2)=CC=1.Cl[Pd]Cl.[Fe+2].C(#N)C. The product is [C:27]([O:30][CH2:31][C:32]1[C:33]([N:47]2[CH2:58][CH2:57][N:56]3[C:49](=[CH:50][C:51]4[CH2:52][C:53]([CH3:60])([CH3:59])[CH2:54][C:55]=43)[C:48]2=[O:61])=[N:34][CH:35]=[CH:36][C:37]=1[C:2]1[CH:3]=[C:4]([NH:10][C:11]2[CH:16]=[CH:15][C:14]([C:17]([N:19]3[C@@H:24]([CH3:25])[CH2:23][O:22][CH2:21][C@@H:20]3[CH3:26])=[O:18])=[CH:13][N:12]=2)[C:5](=[O:9])[N:6]([CH3:8])[N:7]=1)(=[O:29])[CH3:28]. The yield is 0.520.